Dataset: Forward reaction prediction with 1.9M reactions from USPTO patents (1976-2016). Task: Predict the product of the given reaction. (1) Given the reactants Cl.[CH2:2]([O:4][C:5](=[O:16])[C@H:6]([CH2:8][C:9]1[CH:14]=[CH:13][C:12]([OH:15])=[CH:11][CH:10]=1)[NH2:7])[CH3:3].[C:17]([NH:24][C:25]1([C:30](O)=[O:31])[CH2:29][CH2:28][CH2:27][CH2:26]1)([O:19][C:20]([CH3:23])([CH3:22])[CH3:21])=[O:18].C1C=CC2N(O)N=NC=2C=1.C1CCC(N=C=NC2CCCCC2)CC1.CCN(CC)CC, predict the reaction product. The product is: [CH2:2]([O:4][C:5](=[O:16])[CH:6]([NH:7][C:30]([C:25]1([NH:24][C:17]([O:19][C:20]([CH3:23])([CH3:22])[CH3:21])=[O:18])[CH2:29][CH2:28][CH2:27][CH2:26]1)=[O:31])[CH2:8][C:9]1[CH:10]=[CH:11][C:12]([OH:15])=[CH:13][CH:14]=1)[CH3:3]. (2) The product is: [CH3:31][C@H:28]1[CH2:27][CH2:26][C@H:25]([N:11]([CH2:10][CH2:9][CH2:8][CH2:39][CH2:38][C:32]2[CH:37]=[CH:36][CH:35]=[CH:34][CH:33]=2)[C:12](=[O:24])[NH:13][C:14]2[S:15][C:16]([S:19][CH2:20][C:21]([OH:23])=[O:22])=[CH:17][N:18]=2)[CH2:30][CH2:29]1. Given the reactants ClC1C=C([CH2:8][CH2:9][CH2:10][N:11]([C@H:25]2[CH2:30][CH2:29][C@H:28]([CH3:31])[CH2:27][CH2:26]2)[C:12](=[O:24])[NH:13][C:14]2[S:15][C:16]([S:19][CH2:20][C:21]([OH:23])=[O:22])=[CH:17][N:18]=2)C=CC=1.[C:32]1([CH2:38][CH2:39]CCC(O)=O)[CH:37]=[CH:36][CH:35]=[CH:34][CH:33]=1.C(OC(=O)CSC1SC(N)=NC=1)C, predict the reaction product.